This data is from Catalyst prediction with 721,799 reactions and 888 catalyst types from USPTO. The task is: Predict which catalyst facilitates the given reaction. (1) Reactant: [F:1][C:2]([F:30])([F:29])[C:3]1[CH:4]=[C:5]([C:9]2[CH:10]=[C:11]([CH:25]=[CH:26][C:27]=2[OH:28])[CH2:12][N:13]([CH3:24])[S:14]([C:17]2[CH:22]=[CH:21][C:20]([F:23])=[CH:19][CH:18]=2)(=[O:16])=[O:15])[CH:6]=[CH:7][CH:8]=1.[CH2:31]([O:38][C:39](=[O:43])[C@@H:40](O)[CH3:41])[C:32]1[CH:37]=[CH:36][CH:35]=[CH:34][CH:33]=1.N(C(OCC)=O)=NC(OCC)=O.C1(P(C2C=CC=CC=2)C2C=CC=CC=2)C=CC=CC=1. Product: [CH2:31]([O:38][C:39](=[O:43])[C@H:40]([O:28][C:27]1[CH:26]=[CH:25][C:11]([CH2:12][N:13]([CH3:24])[S:14]([C:17]2[CH:22]=[CH:21][C:20]([F:23])=[CH:19][CH:18]=2)(=[O:16])=[O:15])=[CH:10][C:9]=1[C:5]1[CH:6]=[CH:7][CH:8]=[C:3]([C:2]([F:1])([F:29])[F:30])[CH:4]=1)[CH3:41])[C:32]1[CH:37]=[CH:36][CH:35]=[CH:34][CH:33]=1. The catalyst class is: 1. (2) The catalyst class is: 6. Product: [C:1]([CH:9]1[CH2:14][O:12][C:11](=[O:13])[CH2:10]1)(=[O:8])[C:2]1[CH:7]=[CH:6][CH:5]=[CH:4][CH:3]=1. Reactant: [C:1]([CH2:9][CH2:10][C:11]([OH:13])=[O:12])(=[O:8])[C:2]1[CH:7]=[CH:6][CH:5]=[CH:4][CH:3]=1.[C:14](=O)([O-])[O-].[K+].[K+].C=O.Cl.